Predict the reactants needed to synthesize the given product. From a dataset of Full USPTO retrosynthesis dataset with 1.9M reactions from patents (1976-2016). (1) Given the product [NH2:8][N:9]1[C:13]([C:14]#[N:15])=[CH:12][CH:11]=[C:10]1[CH:16]1[CH2:17][N:18]([C:20]([O:22][CH2:23][C:24]2[CH:29]=[CH:28][CH:27]=[CH:26][CH:25]=2)=[O:21])[CH2:19]1, predict the reactants needed to synthesize it. The reactants are: C(OC([NH:8][N:9]1[C:13]([C:14]#[N:15])=[CH:12][CH:11]=[C:10]1[CH:16]1[CH2:19][N:18]([C:20]([O:22][CH2:23][C:24]2[CH:29]=[CH:28][CH:27]=[CH:26][CH:25]=2)=[O:21])[CH2:17]1)=O)(C)(C)C.C([O-])([O-])=O.[Na+].[Na+]. (2) Given the product [NH:19]1[C:20]2[C:16](=[CH:15][C:14]([NH:13][CH:2]3[CH2:7][CH2:6][CH2:5][CH2:4][CH:3]3[C:8]([O:10][CH2:11][CH3:12])=[O:9])=[CH:22][CH:21]=2)[CH:17]=[N:18]1, predict the reactants needed to synthesize it. The reactants are: O=[C:2]1[CH2:7][CH2:6][CH2:5][CH2:4][CH:3]1[C:8]([O:10][CH2:11][CH3:12])=[O:9].[NH2:13][C:14]1[CH:15]=[C:16]2[C:20](=[CH:21][CH:22]=1)[NH:19][N:18]=[CH:17]2.C(=O)([O-])O.[Na+]. (3) Given the product [CH3:1][O:2][C:3]([C:5]1[CH:10]=[N:9][C:8]([N:16]2[CH2:21][CH2:20][CH2:19][CH2:18][CH2:17]2)=[CH:7][N:6]=1)=[O:4], predict the reactants needed to synthesize it. The reactants are: [CH3:1][O:2][C:3]([C:5]1[CH:10]=[N:9][C:8](OS(C)(=O)=O)=[CH:7][N:6]=1)=[O:4].[NH:16]1[CH2:21][CH2:20][CH2:19][CH2:18][CH2:17]1. (4) Given the product [NH2:29][C:23]1[N:22]=[C:21]([O:30][CH2:31][CH2:32][O:33][CH3:34])[N:20]=[C:19]2[C:24]=1[NH:25][C:26](=[O:27])[N:18]2[CH2:17][CH2:16][CH:13]1[CH2:14][CH2:15][N:10]([CH2:9][C:8]2[CH:7]=[CH:6][C:5]([CH2:4][N:2]([CH3:1])[CH3:3])=[CH:36][CH:35]=2)[CH2:11][CH2:12]1, predict the reactants needed to synthesize it. The reactants are: [CH3:1][N:2]([CH2:4][C:5]1[CH:36]=[CH:35][C:8]([CH2:9][N:10]2[CH2:15][CH2:14][CH:13]([CH2:16][CH2:17][N:18]3[C:26]([O:27]C)=[N:25][C:24]4[C:19]3=[N:20][C:21]([O:30][CH2:31][CH2:32][O:33][CH3:34])=[N:22][C:23]=4[NH2:29])[CH2:12][CH2:11]2)=[CH:7][CH:6]=1)[CH3:3].CO.Cl.N. (5) Given the product [Br:19][C:10]1[CH:11]=[C:12]([N+:16]([O-:18])=[O:17])[CH:13]=[C:14]([Br:15])[C:9]=1[I:21], predict the reactants needed to synthesize it. The reactants are: O([C:9]1[C:14]([Br:15])=[CH:13][C:12]([N+:16]([O-:18])=[O:17])=[CH:11][C:10]=1[Br:19])S(C(F)(F)F)(=O)=O.[Na+].[I-:21]. (6) Given the product [Cl:12][CH2:24][C:22]1[CH:21]=[CH:20][N:19]=[C:18]([C:16]([O:15][CH2:13][CH3:14])=[CH2:17])[N:23]=1, predict the reactants needed to synthesize it. The reactants are: C(N(CC)CC)C.CS([Cl:12])(=O)=O.[CH2:13]([O:15][C:16]([C:18]1[N:23]=[C:22]([CH2:24]O)[CH:21]=[CH:20][N:19]=1)=[CH2:17])[CH3:14]. (7) Given the product [CH3:12][C:8]1[CH:9]=[CH:10][C:2]([CH3:1])=[C:3]2[C:7]=1[C:6](=[O:13])[O:5][C:4]2=[O:14], predict the reactants needed to synthesize it. The reactants are: [CH3:1][C:2]12O[C:8]([CH3:12])([CH:9]=[CH:10]1)[CH:7]1[CH:3]2[C:4](=[O:14])[O:5][C:6]1=[O:13]. (8) Given the product [CH2:1]([NH:8][C:9]1[C:10]([NH2:19])=[CH:11][C:12]([S:15]([CH3:18])(=[O:17])=[O:16])=[CH:13][CH:14]=1)[C:2]1[CH:3]=[CH:4][CH:5]=[CH:6][CH:7]=1, predict the reactants needed to synthesize it. The reactants are: [CH2:1]([NH:8][C:9]1[CH:14]=[CH:13][C:12]([S:15]([CH3:18])(=[O:17])=[O:16])=[CH:11][C:10]=1[N+:19]([O-])=O)[C:2]1[CH:7]=[CH:6][CH:5]=[CH:4][CH:3]=1.[Sn](Cl)(Cl)(Cl)Cl.C(=O)([O-])O.[Na+].